From a dataset of Forward reaction prediction with 1.9M reactions from USPTO patents (1976-2016). Predict the product of the given reaction. Given the reactants Cl.Cl.[NH:3]1[CH2:8][CH2:7][CH2:6][CH:5]([NH:9][C:10]([NH:12][C:13]2[N:14]=[C:15]3[CH:21]=[CH:20][N:19]([CH2:22][O:23][CH2:24][CH2:25][Si:26]([CH3:29])([CH3:28])[CH3:27])[C:16]3=[N:17][CH:18]=2)=[O:11])[CH2:4]1.[CH2:30]([S:32](Cl)(=[O:34])=[O:33])[CH3:31], predict the reaction product. The product is: [CH2:30]([S:32]([N:3]1[CH2:8][CH2:7][CH2:6][CH:5]([NH:9][C:10]([NH:12][C:13]2[N:14]=[C:15]3[CH:21]=[CH:20][N:19]([CH2:22][O:23][CH2:24][CH2:25][Si:26]([CH3:29])([CH3:28])[CH3:27])[C:16]3=[N:17][CH:18]=2)=[O:11])[CH2:4]1)(=[O:34])=[O:33])[CH3:31].